Task: Regression. Given a peptide amino acid sequence and an MHC pseudo amino acid sequence, predict their binding affinity value. This is MHC class I binding data.. Dataset: Peptide-MHC class I binding affinity with 185,985 pairs from IEDB/IMGT (1) The peptide sequence is RAFLLRHYY. The MHC is HLA-A03:01 with pseudo-sequence HLA-A03:01. The binding affinity (normalized) is 0.386. (2) The peptide sequence is TQQMIIKHIY. The MHC is Mamu-B01 with pseudo-sequence Mamu-B01. The binding affinity (normalized) is 0. (3) The peptide sequence is GIADFIIFK. The MHC is HLA-A24:03 with pseudo-sequence HLA-A24:03. The binding affinity (normalized) is 0.0847. (4) The binding affinity (normalized) is 0.0847. The MHC is HLA-B57:01 with pseudo-sequence HLA-B57:01. The peptide sequence is EIIFYHPTF. (5) The peptide sequence is MASDFNLPPV. The MHC is HLA-A68:02 with pseudo-sequence HLA-A68:02. The binding affinity (normalized) is 0.732. (6) The peptide sequence is FHMDPSGTF. The MHC is HLA-B07:02 with pseudo-sequence HLA-B07:02. The binding affinity (normalized) is 0.0847.